This data is from Full USPTO retrosynthesis dataset with 1.9M reactions from patents (1976-2016). The task is: Predict the reactants needed to synthesize the given product. (1) The reactants are: [CH3:1][C:2]1[N:3]=[CH:4][S:5][C:6]=1[CH3:7].[Li]CCCC.[Br-].[Mg+2].[Br-].CON(C)[C:19]([C:21]1[C:30](=[O:31])[C:29]2[C:24](=[CH:25][CH:26]=[CH:27][CH:28]=2)[N:23]([CH2:32][C:33]2[CH:38]=[CH:37][CH:36]=[C:35]([Br:39])[N:34]=2)[CH:22]=1)=[O:20]. Given the product [Br:39][C:35]1[N:34]=[C:33]([CH2:32][N:23]2[C:24]3[C:29](=[CH:28][CH:27]=[CH:26][CH:25]=3)[C:30](=[O:31])[C:21]([C:19]([C:4]3[S:5][C:6]([CH3:7])=[C:2]([CH3:1])[N:3]=3)=[O:20])=[CH:22]2)[CH:38]=[CH:37][CH:36]=1, predict the reactants needed to synthesize it. (2) Given the product [O:18]1[CH:19]=[N:20][N:21]=[C:17]1[C:14]1[CH:15]=[CH:16][C:11]([B:33]([OH:34])[OH:32])=[CH:12][CH:13]=1, predict the reactants needed to synthesize it. The reactants are: [Li].ClC1C=CC(C)=CC=1.Br[C:11]1[CH:16]=[CH:15][C:14]([C:17]2[O:18][CH:19]=[N:20][N:21]=2)=[CH:13][CH:12]=1.C([Li])CCCCC.C([O:32][B:33](OC(C)C)[O:34]C(C)C)(C)C. (3) Given the product [OH:38][C:37]1[C:36]([CH3:39])=[CH:35][C:32]([CH2:33][NH:1][C:2]2[NH:6][N:5]=[C:4]([NH:7][C:8]3[CH:9]=[CH:10][C:11]([N:14]4[CH2:15][CH2:16][N:17]([C:20]5[N:21]=[CH:22][CH:23]=[CH:24][N:25]=5)[CH2:18][CH2:19]4)=[CH:12][CH:13]=3)[C:3]=2[C:26]([NH2:28])=[O:27])=[CH:31][C:30]=1[CH3:29], predict the reactants needed to synthesize it. The reactants are: [NH2:1][C:2]1[NH:6][N:5]=[C:4]([NH:7][C:8]2[CH:13]=[CH:12][C:11]([N:14]3[CH2:19][CH2:18][N:17]([C:20]4[N:25]=[CH:24][CH:23]=[CH:22][N:21]=4)[CH2:16][CH2:15]3)=[CH:10][CH:9]=2)[C:3]=1[C:26]([NH2:28])=[O:27].[CH3:29][C:30]1[CH:31]=[C:32]([CH:35]=[C:36]([CH3:39])[C:37]=1[OH:38])[CH:33]=O.[BH4-].[Na+].O. (4) The reactants are: [CH2:1]([N:8]1[C:12](=[O:13])[C:11]2([CH2:18][CH2:17][CH:16]([NH:19]C(=O)OCC3C=CC=CC=3)[CH2:15][CH2:14]2)[NH:10][C:9]1=[O:30])[C:2]1[CH:7]=[CH:6][CH:5]=[CH:4][CH:3]=1.CO. Given the product [NH2:19][CH:16]1[CH2:15][CH2:14][C:11]2([NH:10][C:9](=[O:30])[N:8]([CH2:1][C:2]3[CH:7]=[CH:6][CH:5]=[CH:4][CH:3]=3)[C:12]2=[O:13])[CH2:18][CH2:17]1, predict the reactants needed to synthesize it. (5) The reactants are: [Cl:1][C:2]1[CH:17]=[CH:16][C:5]([O:6][C:7]2[CH:15]=[CH:14][C:10]([C:11]([OH:13])=[O:12])=[CH:9][CH:8]=2)=[CH:4][C:3]=1[OH:18].[C:19](OC(=O)C)(=[O:21])[CH3:20]. Given the product [C:19]([O:18][C:3]1[CH:4]=[C:5]([CH:16]=[CH:17][C:2]=1[Cl:1])[O:6][C:7]1[CH:15]=[CH:14][C:10]([C:11]([OH:13])=[O:12])=[CH:9][CH:8]=1)(=[O:21])[CH3:20], predict the reactants needed to synthesize it.